From a dataset of Catalyst prediction with 721,799 reactions and 888 catalyst types from USPTO. Predict which catalyst facilitates the given reaction. Reactant: [I:1][CH2:2][C@H:3]1[O:7][C@@H:6]([N:8]2[CH:12]=[N:11][C:10]([C:13]([NH2:15])=[O:14])=[N:9]2)[C@H:5]([OH:16])[C@@H:4]1[OH:17].[C:18](Cl)(=[O:25])[C:19]1[CH:24]=[CH:23][CH:22]=[CH:21][CH:20]=1.[C:27](=[O:30])(O)[O-].[Na+]. Product: [C:18]([O:16][C@@H:5]1[C@H:4]([O:17][C:27](=[O:30])[C:19]2[CH:24]=[CH:23][CH:22]=[CH:21][CH:20]=2)[C@@H:3]([CH2:2][I:1])[O:7][C@H:6]1[N:8]1[CH:12]=[N:11][C:10]([C:13]([NH2:15])=[O:14])=[N:9]1)(=[O:25])[C:19]1[CH:24]=[CH:23][CH:22]=[CH:21][CH:20]=1. The catalyst class is: 17.